Dataset: Reaction yield outcomes from USPTO patents with 853,638 reactions. Task: Predict the reaction yield, written as a fraction of the theoretical maximum amount of product (1.0 means a 100% yield; for example, 0.34 means a 34% yield). (1) The catalyst is C(Cl)Cl. The product is [CH3:34][C@@H:32]1[CH2:31][O:30][C:29]([C:26]2[NH:25][C:24]([C:22]3[CH:23]=[C:7]([CH:8]=[C:9]([O:10][C:11]4[CH:16]=[N:15][C:14]([S:17]([CH3:20])(=[O:19])=[O:18])=[CH:13][N:12]=4)[CH:21]=3)[O:6][C@@H:4]([CH3:5])[CH2:3][OH:2])=[CH:28][CH:27]=2)=[N:33]1. The reactants are C[O:2][CH2:3][C@@H:4]([O:6][C:7]1[CH:8]=[C:9]([CH:21]=[C:22]([C:24]2[NH:25][C:26]([C:29]3[O:30][CH2:31][C@@H:32]([CH3:34])[N:33]=3)=[CH:27][CH:28]=2)[CH:23]=1)[O:10][C:11]1[CH:16]=[N:15][C:14]([S:17]([CH3:20])(=[O:19])=[O:18])=[CH:13][N:12]=1)[CH3:5].B(Br)(Br)Br.C(=O)([O-])O.[Na+]. The yield is 0.740. (2) The catalyst is CN(C=O)C. The yield is 0.790. The product is [C:10]([O:14][C:15]([N:17]1[CH2:23][CH2:22][C:21]2[C:24]([CH2:29][S:7][C:4]3[S:5][CH:6]=[C:2]([CH3:1])[N:3]=3)=[C:25]([Cl:28])[CH:26]=[CH:27][C:20]=2[CH2:19][CH2:18]1)=[O:16])([CH3:13])([CH3:12])[CH3:11]. The reactants are [CH3:1][C:2]1[N:3]=[C:4]([SH:7])[S:5][CH:6]=1.[H-].[Na+].[C:10]([O:14][C:15]([N:17]1[CH2:23][CH2:22][C:21]2[C:24]([CH2:29]Cl)=[C:25]([Cl:28])[CH:26]=[CH:27][C:20]=2[CH2:19][CH2:18]1)=[O:16])([CH3:13])([CH3:12])[CH3:11].